From a dataset of Forward reaction prediction with 1.9M reactions from USPTO patents (1976-2016). Predict the product of the given reaction. Given the reactants Cl[C:2]1[N:11]=[CH:10][C:9]([Cl:12])=[CH:8][C:3]=1[C:4]([O:6][CH3:7])=[O:5].[CH2:13]([Sn](CCCC)(CCCC)C=C)[CH2:14]CC, predict the reaction product. The product is: [Cl:12][C:9]1[CH:10]=[N:11][C:2]([CH:13]=[CH2:14])=[C:3]([CH:8]=1)[C:4]([O:6][CH3:7])=[O:5].